From a dataset of Forward reaction prediction with 1.9M reactions from USPTO patents (1976-2016). Predict the product of the given reaction. (1) The product is: [CH2:13]([NH:20][C:21]([NH:1][CH2:2][CH2:3][C:4]1[C:12]2[C:7](=[CH:8][CH:9]=[CH:10][CH:11]=2)[NH:6][CH:5]=1)=[O:22])[C:14]1[CH:19]=[CH:18][CH:17]=[CH:16][CH:15]=1. Given the reactants [NH2:1][CH2:2][CH2:3][C:4]1[C:12]2[C:7](=[CH:8][CH:9]=[CH:10][CH:11]=2)[NH:6][CH:5]=1.[CH2:13]([N:20]=[C:21]=[O:22])[C:14]1[CH:19]=[CH:18][CH:17]=[CH:16][CH:15]=1, predict the reaction product. (2) Given the reactants [S:1]1[C:5]2[CH2:6][CH2:7][NH:8][CH2:9][CH:10]([OH:11])[C:4]=2[CH:3]=[CH:2]1.[Br:12][C:13]1[C:14]([Cl:20])=[C:15](F)[CH:16]=[CH:17][CH:18]=1, predict the reaction product. The product is: [ClH:20].[Br:12][C:13]1[C:14]([Cl:20])=[C:15]([O:11][CH:10]2[CH2:9][NH:8][CH2:7][CH2:6][C:5]3[S:1][CH:2]=[CH:3][C:4]2=3)[CH:16]=[CH:17][CH:18]=1. (3) Given the reactants [N+:1]([C:4]1[CH:9]=[CH:8][C:7]([O:10][CH2:11][C@H:12]2[O:14][CH2:13]2)=[CH:6][CH:5]=1)([O-:3])=[O:2].[Cl:15][C:16]1[CH:17]=[C:18]([CH2:23][CH2:24][NH2:25])[CH:19]=[CH:20][C:21]=1[Cl:22], predict the reaction product. The product is: [N+:1]([C:4]1[CH:5]=[CH:6][C:7]([O:10][CH2:11][C@@H:12]([OH:14])[CH2:13][NH:25][CH2:24][CH2:23][C:18]2[CH:19]=[CH:20][C:21]([Cl:22])=[C:16]([Cl:15])[CH:17]=2)=[CH:8][CH:9]=1)([O-:3])=[O:2].